This data is from Full USPTO retrosynthesis dataset with 1.9M reactions from patents (1976-2016). The task is: Predict the reactants needed to synthesize the given product. (1) Given the product [Cl:19][C:20]1[CH:25]=[C:24]([N:15]2[CH2:16][CH2:17][O:18][CH:13]([C:10]3[NH:11][CH:12]=[C:8]([C:4]4[CH:5]=[CH:6][CH:7]=[C:2]([Cl:1])[CH:3]=4)[N:9]=3)[CH2:14]2)[N:23]=[C:22]([NH2:27])[N:21]=1, predict the reactants needed to synthesize it. The reactants are: [Cl:1][C:2]1[CH:3]=[C:4]([C:8]2[N:9]=[C:10]([CH:13]3[O:18][CH2:17][CH2:16][NH:15][CH2:14]3)[NH:11][CH:12]=2)[CH:5]=[CH:6][CH:7]=1.[Cl:19][C:20]1[CH:25]=[C:24](Cl)[N:23]=[C:22]([NH2:27])[N:21]=1.CCN(C(C)C)C(C)C. (2) Given the product [CH3:23][C:20]([O:19][CH:14]([C:7]1[N:8]([CH3:13])[C:9](=[O:12])[C:10]2[C:5]([C:6]=1[C:24]1[CH:29]=[CH:28][C:27]([CH3:30])=[C:26]([CH3:31])[CH:25]=1)=[CH:4][CH:3]=[C:2]([C:40]1[CH:44]=[CH:43][O:42][C:41]=1[CH3:45])[CH:11]=2)[C:15]([OH:17])=[O:16])([CH3:21])[CH3:22], predict the reactants needed to synthesize it. The reactants are: Br[C:2]1[CH:11]=[C:10]2[C:5]([C:6]([C:24]3[CH:29]=[CH:28][C:27]([CH3:30])=[C:26]([CH3:31])[CH:25]=3)=[C:7]([CH:14]([O:19][C:20]([CH3:23])([CH3:22])[CH3:21])[C:15]([O:17]C)=[O:16])[N:8]([CH3:13])[C:9]2=[O:12])=[CH:4][CH:3]=1.CC1(C)C(C)(C)OB([C:40]2[CH:44]=[CH:43][O:42][C:41]=2[CH3:45])O1. (3) Given the product [NH2:1][CH2:4][C@@H:5]1[O:9][C:8](=[O:10])[N:7]([C:11]2[CH:12]=[CH:13][C:14]3[CH2:20][CH2:19][CH2:18][C:17](=[O:21])[CH2:16][C:15]=3[CH:22]=2)[CH2:6]1, predict the reactants needed to synthesize it. The reactants are: [N:1]([CH2:4][C@@H:5]1[O:9][C:8](=[O:10])[N:7]([C:11]2[CH:12]=[CH:13][C:14]3[CH2:20][CH2:19][CH2:18][C:17](=[O:21])[CH2:16][C:15]=3[CH:22]=2)[CH2:6]1)=[N+]=[N-]. (4) Given the product [C:1]([O:5][C:6](=[O:26])[C:7]([N:12]=[C:13]([C:20]1[CH:21]=[CH:22][CH:23]=[CH:24][CH:25]=1)[C:14]1[CH:15]=[CH:16][CH:17]=[CH:18][CH:19]=1)([C:37](=[O:44])[C:38]1[CH:43]=[CH:42][CH:41]=[CH:40][CH:39]=1)[CH2:8][CH2:9][CH:10]=[CH2:11])([CH3:2])([CH3:3])[CH3:4], predict the reactants needed to synthesize it. The reactants are: [C:1]([O:5][C:6](=[O:26])[CH:7]([N:12]=[C:13]([C:20]1[CH:25]=[CH:24][CH:23]=[CH:22][CH:21]=1)[C:14]1[CH:19]=[CH:18][CH:17]=[CH:16][CH:15]=1)[CH2:8][CH2:9][CH:10]=[CH2:11])([CH3:4])([CH3:3])[CH3:2].C[Si]([N-][Si](C)(C)C)(C)C.[Na+].[C:37](Cl)(=[O:44])[C:38]1[CH:43]=[CH:42][CH:41]=[CH:40][CH:39]=1. (5) Given the product [CH3:52][O:53][C:54]1[CH:55]=[CH:56][C:57]([CH2:58][NH:59][C:60]([C:62]2[S:73][C:65]3[N:66]([CH3:72])[C:67](=[O:71])[N:68]([CH2:23][C:22]4[CH:25]=[CH:26][CH:27]=[C:20]([O:19][CH3:18])[CH:21]=4)[C:69](=[O:70])[C:64]=3[CH:63]=2)=[O:61])=[CH:74][CH:75]=1, predict the reactants needed to synthesize it. The reactants are: BrCC1C=CC(S(N2CCOCC2)(=O)=O)=CC=1.[CH3:18][O:19][C:20]1[CH:21]=[C:22]([CH:25]=[CH:26][CH:27]=1)[CH2:23]Br.COC1C=C(C=CC=1)CNC(C1SC2N(C)C(=O)NC(=O)C=2C=1)=O.[CH3:52][O:53][C:54]1[CH:75]=[CH:74][C:57]([CH2:58][NH:59][C:60]([C:62]2[S:73][C:65]3[N:66]([CH3:72])[C:67](=[O:71])[NH:68][C:69](=[O:70])[C:64]=3[CH:63]=2)=[O:61])=[CH:56][CH:55]=1. (6) Given the product [CH3:45][C@@H:30]([CH2:29][C@H:28]([C@@H:27]1[C@:36]2([CH3:44])[C@H:24]([C@H:23]3[C@H:39]([CH2:38][CH2:37]2)[C@:40]2([CH3:43])[C@@H:20]([CH2:19][C@H:18]([OH:17])[CH2:42][CH2:41]2)[CH2:21][CH2:22]3)[CH2:25][CH2:26]1)[CH3:35])[C:31]([OH:33])=[O:32], predict the reactants needed to synthesize it. The reactants are: C[Si]([N-][Si](C)(C)C)(C)C.[K+].O1CCCCC1[O:17][C@@H:18]1[CH2:42][CH2:41][C@@:40]2([CH3:43])[C@H:20]([CH2:21][CH2:22][C@@H:23]3[C@@H:39]2[CH2:38][CH2:37][C@@:36]2([CH3:44])[C@H:24]3[CH2:25][CH2:26][C@@H:27]2[C@H:28]([CH3:35])[CH2:29][CH2:30][C:31]([O:33]C)=[O:32])[CH2:19]1.[CH3:45]N(P(N(C)C)(N(C)C)=O)C.CI.CC1C=CC(S([O-])(=O)=O)=CC=1.C1C=C[NH+]=CC=1.Cl. (7) Given the product [CH:1]([C:4]1[CH:11]=[CH:10][C:9]([CH:12]([CH3:14])[CH3:13])=[CH:8][C:5]=1[CH2:6][OH:7])([CH3:3])[CH3:2], predict the reactants needed to synthesize it. The reactants are: [CH:1]([C:4]1[CH:11]=[CH:10][C:9]([CH:12]([CH3:14])[CH3:13])=[CH:8][C:5]=1[CH:6]=[O:7])([CH3:3])[CH3:2].CCO.[BH4-].[Na+].CCCCCCC.